From a dataset of Reaction yield outcomes from USPTO patents with 853,638 reactions. Predict the reaction yield, written as a fraction of the theoretical maximum amount of product (1.0 means a 100% yield; for example, 0.34 means a 34% yield). (1) The reactants are C(OC([NH:8][C@H:9]1[CH2:14][CH2:13][C@H:12]([N:15]([C:19]2[CH:24]=[C:23]([CH2:25][CH2:26][CH2:27][C:28]([NH:30][C@H:31]3[CH2:34][C@H:33]([CH2:35][NH:36][CH2:37][C@H:38]([O:51][Si](C(C)(C)C)(C)C)[C:39]4[CH:48]=[CH:47][C:46]([OH:49])=[C:45]5[C:40]=4[CH:41]=[CH:42][C:43](=[O:50])[NH:44]5)[CH2:32]3)=[O:29])[CH:22]=[CH:21][C:20]=2[C:59]2[CH:64]=[CH:63][CH:62]=[CH:61][CH:60]=2)[C:16](=[O:18])[O-:17])[CH2:11][CH2:10]1)=O)(C)(C)C.C(#N)C.C(OCC)C.[ClH:73]. No catalyst specified. The product is [ClH:73].[ClH:73].[NH2:8][C@H:9]1[CH2:10][CH2:11][C@H:12]([N:15]([C:19]2[CH:24]=[C:23]([CH2:25][CH2:26][CH2:27][C:28]([NH:30][C@H:31]3[CH2:34][C@H:33]([CH2:35][NH:36][CH2:37][C@H:38]([OH:51])[C:39]4[CH:48]=[CH:47][C:46]([OH:49])=[C:45]5[C:40]=4[CH:41]=[CH:42][C:43](=[O:50])[NH:44]5)[CH2:32]3)=[O:29])[CH:22]=[CH:21][C:20]=2[C:59]2[CH:60]=[CH:61][CH:62]=[CH:63][CH:64]=2)[C:16](=[O:17])[OH:18])[CH2:13][CH2:14]1. The yield is 0.400. (2) The reactants are [CH:1]1([CH2:4][O:5][Si](C)(C)C)[CH2:3][CH2:2]1.C([SiH](CC)CC)C.[NH2:17][C:18]1[O:19][CH2:20][C:21]2([N:37]=1)[CH:34]1[CH:29]([CH2:30][CH2:31][C:32](=O)[CH2:33]1)[O:28][C:27]1[C:22]2=[CH:23][C:24]([Br:36])=[CH:25][CH:26]=1.FC(F)(F)S(O[Si](C(C)(C)C)(C)C)(=O)=O. The catalyst is C(#N)C. The product is [Br:36][C:24]1[CH:23]=[C:22]2[C:27]([O:28][C@@H:29]3[C@@H:34]([C:21]42[CH2:20][O:19][C:18]([NH2:17])=[N:37]4)[CH2:33][CH:32]([O:5][CH2:4][CH:1]2[CH2:3][CH2:2]2)[CH2:31][CH2:30]3)=[CH:26][CH:25]=1. The yield is 0.520. (3) The yield is 0.890. The reactants are [OH:1][C:2]1[CH:11]=[C:10]2[C:5]([CH:6]=[CH:7][C:8](=[O:12])[O:9]2)=[CH:4][CH:3]=1.[CH2:13]([OH:15])[CH3:14].[C:29]1(P([C:29]2[CH:34]=[CH:33][CH:32]=[CH:31][CH:30]=2)[C:29]2[CH:34]=[CH:33][CH:32]=[CH:31][CH:30]=2)[CH:34]=[CH:33][CH:32]=[CH:31][CH:30]=1.[N:35]([C:42]([O:44][CH2:45][CH3:46])=O)=[N:35][C:42]([O:44][CH2:45][CH3:46])=O.O1C[CH2:50][CH2:49][CH2:48]1. No catalyst specified. The product is [CH2:13]([O:15][C:8](=[O:12])[CH:7]=[CH:6][C:5]1[CH:4]=[CH:3][C:2]([O:1][CH2:48][CH2:49][C:50]2[N:35]=[C:42]([C:29]3[CH:30]=[CH:31][CH:32]=[CH:33][CH:34]=3)[O:44][C:45]=2[CH3:46])=[CH:11][C:10]=1[OH:9])[CH3:14]. (4) The reactants are [CH3:1][O:2][CH2:3][CH2:4][NH2:5].[Br:6][C:7]1[CH:8]=[CH:9][C:10]2[N:14]=[C:13](C(Cl)(Cl)Cl)[N:12]([C:19]3[CH:24]=[CH:23][N:22]=[C:21]([NH2:25])[N:20]=3)[C:11]=2[CH:26]=1. No catalyst specified. The product is [NH2:25][C:21]1[N:20]=[C:19]([N:12]2[C:11]3[CH:26]=[C:7]([Br:6])[CH:8]=[CH:9][C:10]=3[N:14]=[C:13]2[NH:5][CH2:4][CH2:3][O:2][CH3:1])[CH:24]=[CH:23][N:22]=1. The yield is 0.450. (5) The reactants are [F:1][C:2]1[CH:7]=[CH:6][C:5]([N:8]2[C:12]([CH:13]([CH3:15])[CH3:14])=[C:11]([NH2:16])[CH:10]=[N:9]2)=[CH:4][CH:3]=1.[Cl:17][C:18]1[C:19]([C:30]([F:33])([F:32])[F:31])=[N:20][N:21]([C:24]([CH3:29])([CH3:28])[C:25](O)=[O:26])[C:22]=1[CH3:23].C(N(C(C)C)CC)(C)C.CN(C(ON1N=NC2C=CC=NC1=2)=[N+](C)C)C.F[P-](F)(F)(F)(F)F. The catalyst is CN(C=O)C.O. The product is [Cl:17][C:18]1[C:19]([C:30]([F:32])([F:31])[F:33])=[N:20][N:21]([C:24]([CH3:29])([CH3:28])[C:25]([NH:16][C:11]2[CH:10]=[N:9][N:8]([C:5]3[CH:4]=[CH:3][C:2]([F:1])=[CH:7][CH:6]=3)[C:12]=2[CH:13]([CH3:14])[CH3:15])=[O:26])[C:22]=1[CH3:23]. The yield is 0.390. (6) The reactants are [CH3:1][C:2]1[C:10]2[C:5](=[CH:6][CH:7]=[C:8]([CH:11]=O)[CH:9]=2)[NH:4][N:3]=1.[C:13](/[CH:15]=[C:16](\[O-:18])/[CH3:17])#[N:14].[Na+].C(O)(=O)C.N1CCCCC1. The catalyst is ClCCl. The product is [CH3:1][C:2]1[C:10]2[C:5](=[CH:6][CH:7]=[C:8](/[CH:11]=[C:15](/[C:16](=[O:18])[CH3:17])\[C:13]#[N:14])[CH:9]=2)[NH:4][N:3]=1. The yield is 0.500. (7) The reactants are C(N(CC)CC)C.[NH2:8][C:9]1[CH:14]=[C:13]([Br:15])[CH:12]=[CH:11][C:10]=1[OH:16].Cl[CH2:18][C:19](Cl)=[O:20].[H-].[Na+]. The catalyst is C1COCC1. The product is [Br:15][C:13]1[CH:12]=[CH:11][C:10]2[O:16][CH2:18][C:19](=[O:20])[NH:8][C:9]=2[CH:14]=1. The yield is 0.700. (8) The reactants are [C:1]([O:5][C:6]([N:8]1[CH2:26][CH2:25][CH2:24][C@@:11]2([O:15][C:14](=[O:16])[N:13]([C:17]3[CH:18]=[N:19][C:20]([NH2:23])=[CH:21][CH:22]=3)[CH2:12]2)[CH2:10][CH2:9]1)=[O:7])([CH3:4])([CH3:3])[CH3:2].[CH3:27][N:28]([CH3:46])[C:29]([C:31]1[N:40]([CH:41]2[CH2:45][CH2:44][CH2:43][CH2:42]2)[C:34]2[N:35]=[C:36](Cl)[N:37]=[CH:38][C:33]=2[CH:32]=1)=[O:30]. No catalyst specified. The product is [C:1]([O:5][C:6]([N:8]1[CH2:26][CH2:25][CH2:24][C@@:11]2([O:15][C:14](=[O:16])[N:13]([C:17]3[CH:18]=[N:19][C:20]([NH:23][C:36]4[N:37]=[CH:38][C:33]5[CH:32]=[C:31]([C:29](=[O:30])[N:28]([CH3:27])[CH3:46])[N:40]([CH:41]6[CH2:45][CH2:44][CH2:43][CH2:42]6)[C:34]=5[N:35]=4)=[CH:21][CH:22]=3)[CH2:12]2)[CH2:10][CH2:9]1)=[O:7])([CH3:4])([CH3:2])[CH3:3]. The yield is 0.660. (9) The reactants are Br[C:2]1[CH:3]=[C:4]([N:8]2[C:16]3[CH:15]=[CH:14][N:13]=[C:12]([NH:17][CH3:18])[C:11]=3[C:10]([C:19]([O:21][CH3:22])=[O:20])=[N:9]2)[CH:5]=[CH:6][CH:7]=1.[C:23]([C@:25]1([OH:32])[CH2:29][CH2:28][N:27]([CH3:30])[C:26]1=[O:31])#[CH:24]. No catalyst specified. The product is [OH:32][C@@:25]1([C:23]#[C:24][C:2]2[CH:3]=[C:4]([N:8]3[C:16]4[CH:15]=[CH:14][N:13]=[C:12]([NH:17][CH3:18])[C:11]=4[C:10]([C:19]([O:21][CH3:22])=[O:20])=[N:9]3)[CH:5]=[CH:6][CH:7]=2)[CH2:29][CH2:28][N:27]([CH3:30])[C:26]1=[O:31]. The yield is 0.480. (10) The reactants are [F:1][C:2]([F:22])([F:21])[C:3]1[CH:8]=[CH:7][CH:6]=[CH:5][C:4]=1[C:9]1[N:10]=[C:11]2[C:16]([C:17](O)=[O:18])=[CH:15][CH:14]=[N:13][N:12]2[CH:20]=1.[S:23]1[CH:27]=[CH:26][N:25]=[C:24]1[NH2:28].C(N(CC)C(C)C)(C)C.C[NH3+].F[P-](F)(F)(F)(F)F.N1(OC(N(C)C)=[N+](C)C)C2N=CC=CC=2N=N1.F[P-](F)(F)(F)(F)F. The catalyst is CN(C=O)C.O. The product is [S:23]1[CH:27]=[CH:26][N:25]=[C:24]1[NH:28][C:17]([C:16]1[C:11]2[N:12]([CH:20]=[C:9]([C:4]3[CH:5]=[CH:6][CH:7]=[CH:8][C:3]=3[C:2]([F:21])([F:22])[F:1])[N:10]=2)[N:13]=[CH:14][CH:15]=1)=[O:18]. The yield is 0.560.